Dataset: Full USPTO retrosynthesis dataset with 1.9M reactions from patents (1976-2016). Task: Predict the reactants needed to synthesize the given product. (1) Given the product [Cl:52][C:49]1[CH:50]=[CH:51][C:46]([C@@H:39]([CH:40]2[CH2:45][CH2:44][O:43][CH2:42][CH2:41]2)[C@H:2]([NH:1][C:53]([O:62][CH3:63])=[O:54])[C:3]([NH:5][C:6]2[CH:37]=[CH:36][CH:35]=[C:34]([F:38])[C:7]=2[CH2:8][CH2:9][C@H:10]2[CH2:17][N:16]([C:18]([O:20][C:21]([CH3:22])([CH3:23])[CH3:24])=[O:19])[CH2:15][C:12]3([CH2:14][CH2:13]3)[N:11]2[S:25]([C:28]2[CH:33]=[CH:32][CH:31]=[CH:30][CH:29]=2)(=[O:27])=[O:26])=[O:4])=[CH:47][CH:48]=1, predict the reactants needed to synthesize it. The reactants are: [NH2:1][C@@H:2]([C@@H:39]([C:46]1[CH:51]=[CH:50][C:49]([Cl:52])=[CH:48][CH:47]=1)[CH:40]1[CH2:45][CH2:44][O:43][CH2:42][CH2:41]1)[C:3]([NH:5][C:6]1[CH:37]=[CH:36][CH:35]=[C:34]([F:38])[C:7]=1[CH2:8][CH2:9][C@H:10]1[CH2:17][N:16]([C:18]([O:20][C:21]([CH3:24])([CH3:23])[CH3:22])=[O:19])[CH2:15][C:12]2([CH2:14][CH2:13]2)[N:11]1[S:25]([C:28]1[CH:33]=[CH:32][CH:31]=[CH:30][CH:29]=1)(=[O:27])=[O:26])=[O:4].[C:53](=O)([O:62][CH3:63])[O:54]N1C(=O)CCC1=O. (2) Given the product [CH3:36][O:35][N:34]([CH3:33])[C:11]([C:8]1[S:7][C:6]2[CH:5]=[CH:4][CH:3]=[C:2]([F:1])[C:10]=2[CH:9]=1)=[O:13], predict the reactants needed to synthesize it. The reactants are: [F:1][C:2]1[C:10]2[CH:9]=[C:8]([C:11]([OH:13])=O)[S:7][C:6]=2[CH:5]=[CH:4][CH:3]=1.ClC1N=C(OC)N=C(OC)N=1.CN1CCOCC1.Cl.[CH3:33][NH:34][O:35][CH3:36].